This data is from Full USPTO retrosynthesis dataset with 1.9M reactions from patents (1976-2016). The task is: Predict the reactants needed to synthesize the given product. Given the product [F:13][C:9]1[C:8]([F:14])=[C:7]2[C:12]([C:3]([CH2:2][N:22]3[C:23]4[CH:29]=[CH:28][CH:27]=[CH:26][C:24]=4[N:25]=[C:21]3[CH:18]([CH2:19][CH3:20])[CH2:17][CH3:16])=[CH:4][C:5](=[O:15])[NH:6]2)=[CH:11][CH:10]=1, predict the reactants needed to synthesize it. The reactants are: Br[CH2:2][C:3]1[C:12]2[C:7](=[C:8]([F:14])[C:9]([F:13])=[CH:10][CH:11]=2)[NH:6][C:5](=[O:15])[CH:4]=1.[CH3:16][CH2:17][CH:18]([C:21]1[NH:25][C:24]2[CH:26]=[CH:27][CH:28]=[CH:29][C:23]=2[N:22]=1)[CH2:19][CH3:20].